From a dataset of Reaction yield outcomes from USPTO patents with 853,638 reactions. Predict the reaction yield, written as a fraction of the theoretical maximum amount of product (1.0 means a 100% yield; for example, 0.34 means a 34% yield). (1) The reactants are [CH3:1][O:2][C:3]1[CH:16]=[CH:15][C:6]([O:7][C:8]2[CH:14]=[CH:13][C:11]([NH2:12])=[CH:10][CH:9]=2)=[CH:5][CH:4]=1.[CH2:17]([O:24][CH2:25][C@H:26]([NH:30]C(OC(C)(C)C)=O)[C:27](O)=[O:28])[C:18]1[CH:23]=[CH:22][CH:21]=[CH:20][CH:19]=1. No catalyst specified. The product is [NH2:30][C@@H:26]([CH2:25][O:24][CH2:17][C:18]1[CH:23]=[CH:22][CH:21]=[CH:20][CH:19]=1)[C:27]([NH:12][C:11]1[CH:13]=[CH:14][C:8]([O:7][C:6]2[CH:15]=[CH:16][C:3]([O:2][CH3:1])=[CH:4][CH:5]=2)=[CH:9][CH:10]=1)=[O:28]. The yield is 0.900. (2) The reactants are CS(C)=O.C(Cl)(=O)C(Cl)=O.[OH:11][CH2:12][C:13]1[CH:18]=[CH:17][C:16]([N:19]([CH2:25][C:26]2[CH:27]=[N:28][CH:29]=[CH:30][CH:31]=2)[S:20]([CH2:23][CH3:24])(=[O:22])=[O:21])=[CH:15][CH:14]=1.C(N(CC)CC)C.C([O-])(O)=O.[Na+]. The catalyst is C(Cl)Cl.CCOCC. The product is [CH:12]([C:13]1[CH:14]=[CH:15][C:16]([N:19]([CH2:25][C:26]2[CH:27]=[N:28][CH:29]=[CH:30][CH:31]=2)[S:20]([CH2:23][CH3:24])(=[O:21])=[O:22])=[CH:17][CH:18]=1)=[O:11]. The yield is 0.720.